Dataset: Full USPTO retrosynthesis dataset with 1.9M reactions from patents (1976-2016). Task: Predict the reactants needed to synthesize the given product. (1) The reactants are: [C:1]([O:4][CH:5]1[CH2:10][CH:9]2[NH:11][CH:6]1[CH2:7][C@H:8]2[C:12]([O:14][CH2:15]C)=[O:13])(=[O:3])[CH3:2].O=C1CC2(C(OC)=O)N(C(OC(C)(C)C)=O)C1CC2.C(N[C@H]1[C@H](C(OC)=O)CC=CC1)(=O)C.C(=O)([O-])[O-].[Na+].[Na+].[C:56](Cl)([O:58][CH2:59][C:60]1[CH:65]=[CH:64][CH:63]=[CH:62][CH:61]=1)=[O:57]. Given the product [C:1]([O:4][CH:5]1[CH2:10][CH:9]2[N:11]([C:56]([O:58][CH2:59][C:60]3[CH:65]=[CH:64][CH:63]=[CH:62][CH:61]=3)=[O:57])[CH:6]1[CH2:7][CH:8]2[C:12]([O:14][CH3:15])=[O:13])(=[O:3])[CH3:2], predict the reactants needed to synthesize it. (2) Given the product [CH3:22][C:2]([CH3:1])([CH3:21])[CH2:3][CH2:4][NH:5][CH:6]([C:8]1[O:12][C:11]([NH:13][C:14](=[O:20])[C@@H:15]([NH:19][CH:29]2[CH2:30][C:31]3[C:26](=[CH:25][C:24]([F:23])=[CH:33][C:32]=3[F:34])[CH2:27][CH2:28]2)[CH2:16][CH2:17][CH3:18])=[N:10][CH:9]=1)[CH3:7], predict the reactants needed to synthesize it. The reactants are: [CH3:1][C:2]([CH3:22])([CH3:21])[CH2:3][CH2:4][NH:5][CH:6]([C:8]1[O:12][C:11]([NH:13][C:14](=[O:20])[C@@H:15]([NH2:19])[CH2:16][CH2:17][CH3:18])=[N:10][CH:9]=1)[CH3:7].[F:23][C:24]1[CH:25]=[C:26]2[C:31](=[C:32]([F:34])[CH:33]=1)[CH2:30][C:29](=O)[CH2:28][CH2:27]2.C(N(CC)CC)C.C(O)(=O)C.C(O[BH-](OC(=O)C)OC(=O)C)(=O)C.[Na+].Cl. (3) Given the product [CH:33]1([C:31]([NH:30][C:28]2[N:29]=[C:24]3[CH:23]=[CH:22][C:21]([O:20][C:19]4[CH:18]=[C:17]([NH:16][C:7]([C:6]5[N:2]([CH3:1])[N:3]=[CH:4][CH:5]=5)=[O:9])[CH:38]=[CH:37][CH:36]=4)=[CH:26][N:25]3[CH:27]=2)=[O:32])[CH2:34][CH2:35]1, predict the reactants needed to synthesize it. The reactants are: [CH3:1][N:2]1[C:6]([C:7]([OH:9])=O)=[CH:5][CH:4]=[N:3]1.C(Cl)(=O)C(Cl)=O.[NH2:16][C:17]1[CH:18]=[C:19]([CH:36]=[CH:37][CH:38]=1)[O:20][C:21]1[CH:22]=[CH:23][C:24]2[N:25]([CH:27]=[C:28]([NH:30][C:31]([CH:33]3[CH2:35][CH2:34]3)=[O:32])[N:29]=2)[CH:26]=1. (4) The reactants are: Br[C:2]1[C:7]([F:8])=[C:6]([F:9])[C:5]([F:10])=[C:4]([F:11])[C:3]=1Br.[F:13][C:14]1[CH:19]=[CH:18][C:17](B(O)O)=[CH:16][CH:15]=1.[CH3:23][S:24][C:25]1[CH:30]=[CH:29][C:28](B(O)O)=[CH:27][CH:26]=1.C([O-])([O-])=O.[Na+].[Na+]. Given the product [F:8][C:7]1[C:2]([C:28]2[CH:29]=[CH:30][C:25]([S:24][CH3:23])=[CH:26][CH:27]=2)=[C:3]([C:17]2[CH:18]=[CH:19][C:14]([F:13])=[CH:15][CH:16]=2)[C:4]([F:11])=[C:5]([F:10])[C:6]=1[F:9], predict the reactants needed to synthesize it. (5) The reactants are: [S:1]1[CH:5]=[CH:4][C:3]2[C:6](=O)[CH2:7][CH2:8][C:2]1=2.[Br:10][C:11]1[CH:16]=[CH:15][C:14]([N:17]=[C:18]=S)=[CH:13][CH:12]=1.C[Si](C)(C)[Si](C)(C)C.[Li].O.[NH2:30][NH2:31]. Given the product [Br:10][C:11]1[CH:16]=[CH:15][C:14]([NH:17][C:18]2[C:7]3[CH2:8][C:2]4[S:1][CH:5]=[CH:4][C:3]=4[C:6]=3[NH:31][N:30]=2)=[CH:13][CH:12]=1, predict the reactants needed to synthesize it. (6) Given the product [C:1]([O:5][C:6]([N:8]1[C:13]2[CH:14]=[C:15]([Cl:21])[C:16]([N:18]([CH3:20])[CH3:19])=[CH:17][C:12]=2[O:11][CH:10]([C:22]([N:33]2[CH2:32][CH2:31][C:30]([C:28]([O:27][CH2:25][CH3:26])=[O:29])([CH2:36][C:37]3[CH:42]=[CH:41][C:40]([F:43])=[CH:39][CH:38]=3)[CH2:35][CH2:34]2)=[O:23])[CH2:9]1)=[O:7])([CH3:2])([CH3:3])[CH3:4], predict the reactants needed to synthesize it. The reactants are: [C:1]([O:5][C:6]([N:8]1[C:13]2[CH:14]=[C:15]([Cl:21])[C:16]([N:18]([CH3:20])[CH3:19])=[CH:17][C:12]=2[O:11][CH:10]([C:22](O)=[O:23])[CH2:9]1)=[O:7])([CH3:4])([CH3:3])[CH3:2].[CH2:25]([O:27][C:28]([C:30]1([CH2:36][C:37]2[CH:42]=[CH:41][C:40]([F:43])=[CH:39][CH:38]=2)[CH2:35][CH2:34][NH:33][CH2:32][CH2:31]1)=[O:29])[CH3:26].CCN=C=NCCCN(C)C.C1C=CC2N(O)N=NC=2C=1.CCN(C(C)C)C(C)C. (7) Given the product [CH2:1]([O:8][C:9](=[O:48])[N:10]([CH:11]1[CH2:12][CH2:13][CH2:14][CH2:15][CH2:16]1)[CH2:17][C:18]1[CH:19]=[CH:20][C:21]([NH:24][C:25](=[O:47])[C:26]2[CH:31]=[CH:30][C:29]([CH2:32][NH:33][CH2:34][C:35]3[NH:39][CH:38]=[CH:37][N:36]=3)=[CH:28][CH:27]=2)=[CH:22][CH:23]=1)[C:2]1[CH:7]=[CH:6][CH:5]=[CH:4][CH:3]=1, predict the reactants needed to synthesize it. The reactants are: [CH2:1]([O:8][C:9](=[O:48])[N:10]([CH2:17][C:18]1[CH:23]=[CH:22][C:21]([NH:24][C:25](=[O:47])[C:26]2[CH:31]=[CH:30][C:29]([CH2:32][N:33](C(OC(C)(C)C)=O)[CH2:34][C:35]3[NH:36][CH:37]=[CH:38][N:39]=3)=[CH:28][CH:27]=2)=[CH:20][CH:19]=1)[CH:11]1[CH2:16][CH2:15][CH2:14][CH2:13][CH2:12]1)[C:2]1[CH:7]=[CH:6][CH:5]=[CH:4][CH:3]=1.Cl.O1CCOCC1. (8) The reactants are: Cl.[CH2:2]([O:9][C:10](=[O:16])[NH:11][CH2:12][CH2:13][CH2:14][NH2:15])[C:3]1[CH:8]=[CH:7][CH:6]=[CH:5][CH:4]=1.CCN(C(C)C)C(C)C.[Cl:26][C:27]1[N:32]=[C:31](Cl)[C:30]([Br:34])=[CH:29][N:28]=1. Given the product [CH2:2]([O:9][C:10](=[O:16])[NH:11][CH2:12][CH2:13][CH2:14][NH:15][C:29]1[C:30]([Br:34])=[CH:31][N:32]=[C:27]([Cl:26])[N:28]=1)[C:3]1[CH:8]=[CH:7][CH:6]=[CH:5][CH:4]=1, predict the reactants needed to synthesize it.